From a dataset of Catalyst prediction with 721,799 reactions and 888 catalyst types from USPTO. Predict which catalyst facilitates the given reaction. (1) Reactant: [F:1][C:2]1[CH:7]=[CH:6][C:5]([C:8]2[O:9][C:10]3[CH:20]=[CH:19][C:18]([C:21]4[CH:26]=[C:25]([C:27](=[O:38])[NH:28][C:29]5([C:32]6[CH:37]=[CH:36][CH:35]=[CH:34][N:33]=6)[CH2:31][CH2:30]5)[C:24]([OH:39])=[CH:23][C:22]=4[CH3:40])=[CH:17][C:11]=3[C:12]=2[C:13]([NH:15][CH3:16])=[O:14])=[CH:4][CH:3]=1.[C:41]1(P(C2C=CC=CC=2)C2C=CC=CC=2)[CH:46]=CC=C[CH:42]=1.N(/C(OC(C)(C)C)=O)=N\C(OC(C)(C)C)=O.CC(O)C. Product: [F:1][C:2]1[CH:7]=[CH:6][C:5]([C:8]2[O:9][C:10]3[CH:20]=[CH:19][C:18]([C:21]4[CH:26]=[C:25]([C:27](=[O:38])[NH:28][C:29]5([C:32]6[CH:37]=[CH:36][CH:35]=[CH:34][N:33]=6)[CH2:30][CH2:31]5)[C:24]([O:39][CH:41]([CH3:46])[CH3:42])=[CH:23][C:22]=4[CH3:40])=[CH:17][C:11]=3[C:12]=2[C:13]([NH:15][CH3:16])=[O:14])=[CH:4][CH:3]=1. The catalyst class is: 12. (2) Reactant: [NH:1]([C:3]1[CH:8]=[CH:7][C:6]([O:9][CH3:10])=[CH:5][N:4]=1)[NH2:2].O=[CH:12][C:13]([O:15][CH2:16][CH3:17])=[O:14].C(OI(C1C=CC=CC=1)OC(=O)C)(=O)C. Product: [CH3:10][O:9][C:6]1[CH:7]=[CH:8][C:3]2[N:4]([C:12]([C:13]([O:15][CH2:16][CH3:17])=[O:14])=[N:2][N:1]=2)[CH:5]=1. The catalyst class is: 5. (3) Reactant: [CH2:1]([NH:13][CH2:14][CH2:15][CH2:16][CH2:17][CH2:18][CH2:19][CH2:20][CH2:21][CH2:22][CH2:23][CH2:24][CH3:25])[CH2:2][CH2:3][CH2:4][CH2:5][CH2:6][CH2:7][CH2:8][CH2:9][CH2:10][CH2:11][CH3:12].C(N(C(C)C)CC)(C)C.[C:35](Cl)(=[O:38])[CH:36]=[CH2:37]. Product: [CH2:14]([N:13]([CH2:1][CH2:2][CH2:3][CH2:4][CH2:5][CH2:6][CH2:7][CH2:8][CH2:9][CH2:10][CH2:11][CH3:12])[C:35](=[O:38])[CH:36]=[CH2:37])[CH2:15][CH2:16][CH2:17][CH2:18][CH2:19][CH2:20][CH2:21][CH2:22][CH2:23][CH2:24][CH3:25]. The catalyst class is: 2. (4) Product: [CH3:17][S:18]([O:1][CH:2]([CH3:9])[C:3]([O:5][CH2:6][CH:7]=[CH2:8])=[O:4])(=[O:20])=[O:19]. Reactant: [OH:1][CH:2]([CH3:9])[C:3]([O:5][CH2:6][CH:7]=[CH2:8])=[O:4].C(N(CC)CC)C.[CH3:17][S:18](Cl)(=[O:20])=[O:19]. The catalyst class is: 11. (5) Reactant: [C:1]1([C:7]2[CH:19]=[CH:18][C:10]([C:11]([O:13]C(C)(C)C)=[O:12])=[C:9]([NH:20][C:21]([C:23]3[CH:24]=[N:25][CH:26]=[C:27]([N:29]4[CH:33]=[CH:32][CH:31]=[CH:30]4)[CH:28]=3)=[O:22])[CH:8]=2)[CH:6]=[CH:5][CH:4]=[CH:3][CH:2]=1. The catalyst class is: 55. Product: [C:1]1([C:7]2[CH:19]=[CH:18][C:10]([C:11]([OH:13])=[O:12])=[C:9]([NH:20][C:21]([C:23]3[CH:24]=[N:25][CH:26]=[C:27]([N:29]4[CH:33]=[CH:32][CH:31]=[CH:30]4)[CH:28]=3)=[O:22])[CH:8]=2)[CH:6]=[CH:5][CH:4]=[CH:3][CH:2]=1. (6) Reactant: C(OC([N:8]1[CH2:13][CH2:12][CH:11]([CH2:14][O:15][C:16]2[CH:21]=[C:20]([NH:22][C:23]3[O:24][C:25]4[CH:31]=[CH:30][C:29]([O:32][C:33]5[CH:38]=[CH:37][N:36]=[C:35]([C:39](=[O:42])[NH:40][CH3:41])[CH:34]=5)=[CH:28][C:26]=4[N:27]=3)[CH:19]=[CH:18][C:17]=2[Cl:43])[CH2:10][CH2:9]1)=O)(C)(C)C. Product: [CH3:41][NH:40][C:39]([C:35]1[CH:34]=[C:33]([O:32][C:29]2[CH:30]=[CH:31][C:25]3[O:24][C:23]([NH:22][C:20]4[CH:19]=[CH:18][C:17]([Cl:43])=[C:16]([O:15][CH2:14][CH:11]5[CH2:12][CH2:13][NH:8][CH2:9][CH2:10]5)[CH:21]=4)=[N:27][C:26]=3[CH:28]=2)[CH:38]=[CH:37][N:36]=1)=[O:42]. The catalyst class is: 67.